This data is from NCI-60 drug combinations with 297,098 pairs across 59 cell lines. The task is: Regression. Given two drug SMILES strings and cell line genomic features, predict the synergy score measuring deviation from expected non-interaction effect. (1) Drug 2: CCN(CC)CCCC(C)NC1=C2C=C(C=CC2=NC3=C1C=CC(=C3)Cl)OC. Cell line: IGROV1. Synergy scores: CSS=49.8, Synergy_ZIP=7.91, Synergy_Bliss=9.42, Synergy_Loewe=-18.4, Synergy_HSA=8.59. Drug 1: C1=CC(=C2C(=C1NCCNCCO)C(=O)C3=C(C=CC(=C3C2=O)O)O)NCCNCCO. (2) Drug 1: C(=O)(N)NO. Drug 2: C1CN(P(=O)(OC1)NCCCl)CCCl. Cell line: SN12C. Synergy scores: CSS=-3.90, Synergy_ZIP=0.0984, Synergy_Bliss=-1.82, Synergy_Loewe=-1.83, Synergy_HSA=-3.31. (3) Drug 1: CC1=C(C=C(C=C1)NC2=NC=CC(=N2)N(C)C3=CC4=NN(C(=C4C=C3)C)C)S(=O)(=O)N.Cl. Drug 2: CC1OCC2C(O1)C(C(C(O2)OC3C4COC(=O)C4C(C5=CC6=C(C=C35)OCO6)C7=CC(=C(C(=C7)OC)O)OC)O)O. Cell line: HL-60(TB). Synergy scores: CSS=31.5, Synergy_ZIP=10.5, Synergy_Bliss=5.23, Synergy_Loewe=-32.6, Synergy_HSA=-4.52.